Dataset: Reaction yield outcomes from USPTO patents with 853,638 reactions. Task: Predict the reaction yield, written as a fraction of the theoretical maximum amount of product (1.0 means a 100% yield; for example, 0.34 means a 34% yield). (1) The reactants are [CH3:1][N:2]1[C:6]([C:7](=[O:24])[NH:8][C:9]2[CH:14]=[CH:13][N:12]3[N:15]=[C:16]([C:18]4[CH:19]=[N:20][CH:21]=[CH:22][CH:23]=4)[N:17]=[C:11]3[CH:10]=2)=[C:5]([C:25]([O:27]C)=[O:26])[CH:4]=[N:3]1.O.[OH-].[Li+].Cl. The catalyst is CO.O. The product is [CH3:1][N:2]1[C:6]([C:7](=[O:24])[NH:8][C:9]2[CH:14]=[CH:13][N:12]3[N:15]=[C:16]([C:18]4[CH:19]=[N:20][CH:21]=[CH:22][CH:23]=4)[N:17]=[C:11]3[CH:10]=2)=[C:5]([C:25]([OH:27])=[O:26])[CH:4]=[N:3]1. The yield is 1.01. (2) The reactants are [CH:1]([O:4][C:5](=[O:14])[C:6]1[CH:11]=[CH:10][CH:9]=[C:8](Br)[C:7]=1[CH3:13])([CH3:3])[CH3:2].O1CCOCC1.C(N(CC)CC)C.[CH3:28][C:29]1([CH3:36])[C:33]([CH3:35])([CH3:34])[O:32][BH:31][O:30]1. The catalyst is Cl[Pd](Cl)([P](C1C=CC=CC=1)(C1C=CC=CC=1)C1C=CC=CC=1)[P](C1C=CC=CC=1)(C1C=CC=CC=1)C1C=CC=CC=1.O.CCOC(C)=O. The product is [CH:1]([O:4][C:5](=[O:14])[C:6]1[CH:11]=[CH:10][CH:9]=[C:8]([B:31]2[O:32][C:33]([CH3:35])([CH3:34])[C:29]([CH3:36])([CH3:28])[O:30]2)[C:7]=1[CH3:13])([CH3:3])[CH3:2]. The yield is 0.430.